Dataset: NCI-60 drug combinations with 297,098 pairs across 59 cell lines. Task: Regression. Given two drug SMILES strings and cell line genomic features, predict the synergy score measuring deviation from expected non-interaction effect. Drug 1: C1=NC(=NC(=O)N1C2C(C(C(O2)CO)O)O)N. Drug 2: C(CC(=O)O)C(=O)CN.Cl. Cell line: NCI-H522. Synergy scores: CSS=21.1, Synergy_ZIP=-9.02, Synergy_Bliss=0.219, Synergy_Loewe=-15.1, Synergy_HSA=0.742.